This data is from Full USPTO retrosynthesis dataset with 1.9M reactions from patents (1976-2016). The task is: Predict the reactants needed to synthesize the given product. (1) Given the product [CH3:25][O:26][CH2:27][C:28]1[CH:33]=[CH:32][CH:31]=[CH:30][C:29]=1[C:2]1[N:10]2[C:5]([CH:6]=[N:7][C:8]([NH:11][C:12]3[CH:13]=[CH:14][C:15]([N:18]4[CH2:23][CH2:22][N:21]([CH3:24])[CH2:20][CH2:19]4)=[CH:16][CH:17]=3)=[N:9]2)=[CH:4][CH:3]=1, predict the reactants needed to synthesize it. The reactants are: Br[C:2]1[N:10]2[C:5]([CH:6]=[N:7][C:8]([NH:11][C:12]3[CH:17]=[CH:16][C:15]([N:18]4[CH2:23][CH2:22][N:21]([CH3:24])[CH2:20][CH2:19]4)=[CH:14][CH:13]=3)=[N:9]2)=[CH:4][CH:3]=1.[CH3:25][O:26][CH2:27][C:28]1[CH:33]=[CH:32][CH:31]=[CH:30][C:29]=1B(O)O. (2) Given the product [CH3:39][C:19]1[CH:24]=[CH:23][C:22]([S:25]([O:28][CH2:12][N:5]2[CH:4]=[C:3]([C:2]([F:9])([F:8])[F:1])[CH:7]=[N:6]2)(=[O:27])=[O:26])=[CH:21][CH:20]=1, predict the reactants needed to synthesize it. The reactants are: [F:1][C:2]([F:9])([F:8])[C:3]1[CH:4]=[N:5][NH:6][CH:7]=1.C=O.[CH2:12](N(CC)CC)C.[C:19]1([CH3:39])[CH:24]=[CH:23][C:22]([S:25]([O:28]S(C2C=CC(C)=CC=2)(=O)=O)(=[O:27])=[O:26])=[CH:21][CH:20]=1.C(=O)([O-])[O-].[Na+].[Na+]. (3) The reactants are: [Cl:1][C:2]1[CH:3]=[C:4]2[C:10](B3OC(C)(C)C(C)(C)O3)=[CH:9][N:8]([CH2:20][O:21][CH2:22][CH2:23][Si:24]([CH3:27])([CH3:26])[CH3:25])[C:5]2=[N:6][CH:7]=1.Br[C:29]1[CH:30]=[C:31]([NH:35][C@H:36]([CH:45]([CH3:47])[CH3:46])[C:37]([NH:39][CH2:40][C:41]([F:44])([F:43])[F:42])=[O:38])[CH:32]=[N:33][CH:34]=1.C([O-])([O-])=O.[Na+].[Na+].O. Given the product [Cl:1][C:2]1[CH:3]=[C:4]2[C:10]([C:29]3[CH:30]=[C:31]([NH:35][CH:36]([CH:45]([CH3:47])[CH3:46])[C:37]([NH:39][CH2:40][C:41]([F:44])([F:43])[F:42])=[O:38])[CH:32]=[N:33][CH:34]=3)=[CH:9][N:8]([CH2:20][O:21][CH2:22][CH2:23][Si:24]([CH3:25])([CH3:26])[CH3:27])[C:5]2=[N:6][CH:7]=1, predict the reactants needed to synthesize it. (4) Given the product [Cl-:10].[CH2:12]([C:17]1[C:26]2[C:21](=[CH:22][C:23]([O:29][CH3:30])=[C:24]([O:27][CH3:28])[CH:25]=2)[CH2:20][CH2:19][N+:18]=1[CH2:31][C:32]1[CH:37]=[CH:36][C:35]([O:38][CH3:39])=[CH:34][CH:33]=1)[CH2:13][CH2:14][CH2:15][CH2:16][CH2:1][CH3:2], predict the reactants needed to synthesize it. The reactants are: [C:1]([Cl:10])(=O)[CH2:2]CCCCCC.[Cl-].[CH2:12]([C:17]1[C:26]2[C:21](=[CH:22][C:23]([O:29][CH3:30])=[C:24]([O:27][CH3:28])[CH:25]=2)[CH2:20][CH2:19][N+:18]=1[CH2:31][C:32]1[CH:37]=[CH:36][C:35]([O:38][CH3:39])=[CH:34][CH:33]=1)[CH2:13][CH2:14][CH2:15][CH3:16].[Cl-].C(C1C2C(=CC(OC)=C(OC)C=2)CC[N+]=1CC1C=CC(C)=CC=1)CCCCCC. (5) Given the product [CH2:24]([O:30][C:2]1[N:7]=[C:6]([CH2:8][O:9][N:10]=[C:11]([C:18]2[N:22]([CH3:23])[N:21]=[N:20][N:19]=2)[C:12]2[CH:17]=[CH:16][CH:15]=[CH:14][CH:13]=2)[CH:5]=[CH:4][CH:3]=1)[CH2:25][CH2:26][CH2:27][CH2:28][CH3:29], predict the reactants needed to synthesize it. The reactants are: Br[C:2]1[N:7]=[C:6]([CH2:8][O:9][N:10]=[C:11]([C:18]2[N:22]([CH3:23])[N:21]=[N:20][N:19]=2)[C:12]2[CH:17]=[CH:16][CH:15]=[CH:14][CH:13]=2)[CH:5]=[CH:4][CH:3]=1.[CH2:24]([OH:30])[CH2:25][CH2:26][CH2:27][CH2:28][CH3:29].C([O-])([O-])=O.[Cs+].[Cs+].C(P(C(C)(C)C)C1C=CC2C(=CC=CC=2)C=1C1C2C(=CC=CC=2)C=CC=1)(C)(C)C.